Dataset: Catalyst prediction with 721,799 reactions and 888 catalyst types from USPTO. Task: Predict which catalyst facilitates the given reaction. (1) Reactant: Br[CH2:2][C:3]([C:5]1[CH:10]=[CH:9][C:8]([O:11][CH3:12])=[CH:7][CH:6]=1)=O.[CH2:13]([C:16]1[CH:21]=[CH:20][CH:19]=[CH:18][N:17]=1)[CH2:14][CH3:15].C(=O)([O-])[O-].[K+].[K+]. Product: [CH2:14]([C:13]1[C:3]([C:5]2[CH:10]=[CH:9][C:8]([O:11][CH3:12])=[CH:7][CH:6]=2)=[CH:2][N:17]2[C:16]=1[CH:21]=[CH:20][CH:19]=[CH:18]2)[CH3:15]. The catalyst class is: 21. (2) Reactant: [CH3:1][C@H:2]1[CH2:7][CH2:6][C@H:5]([CH2:8][N:9]2[C:17]3[C:12](=[N:13][C:14]([C:25](O)=[O:26])=[N:15][C:16]=3[C:18]3[CH:19]=[C:20]([CH3:24])[CH:21]=[CH:22][CH:23]=3)[N:11]=[C:10]2[N:28]2[CH2:33][CH2:32][O:31][CH2:30][CH2:29]2)[CH2:4][CH2:3]1.C(Cl)(=O)C(Cl)=O.[NH2:40][NH2:41].C1COCC1. Product: [CH3:1][C@H:2]1[CH2:3][CH2:4][C@H:5]([CH2:8][N:9]2[C:17]3[C:12](=[N:13][C:14]([C:25]([NH:40][NH2:41])=[O:26])=[N:15][C:16]=3[C:18]3[CH:19]=[C:20]([CH3:24])[CH:21]=[CH:22][CH:23]=3)[N:11]=[C:10]2[N:28]2[CH2:33][CH2:32][O:31][CH2:30][CH2:29]2)[CH2:6][CH2:7]1. The catalyst class is: 59.